This data is from B-cell epitopes from IEDB database with 3,159 antigens for binding position prediction. The task is: Token-level Classification. Given an antigen amino acid sequence, predict which amino acid positions are active epitope sites capable of antibody binding. Output is a list of indices for active positions. (1) Given the antigen sequence: MGLKFYVLVFLILCLKNVVKGDKCETEFSKLYPESNSLTGLIYAHTAHVHKLSMWVYFIYNHFSSADELIKYLEKTNINTLENSDHTCFARAVTLYLFYYYLKDIKSMLSTDDYQSFFKNKFKDINPLFINDFILILNDKKFMENLDLYIMKESEREHLVIKKNPFLRVLNKASTTTHATYKYNRYFIVGSRVHTPYKDYFGDFNKYTEISVLNYVRDYNFLIYAGSRENYYNSDIAGPARSVNNVISKNKTLGLRKRSSSLALVGTNNNDPIFAYCEKDNKSEYYGTPDDLITSFFSIIKTKMLNSHKTFLRQFDYALFHKTYSIPNLKGFRFLKHLFQKKNLVNFVGMYENHVSTEINFLAEDFVELFDVTMDCYSRQYSNRAAENFKAIRELNVL, which amino acid positions are active epitope sites? The epitope positions are: [23, 24, 25, 26, 27, 28, 29, 30, 31]. The amino acids at these positions are: CETEFSKLY. (2) Given the antigen sequence: MMSFVSLLLVGILFHATQAEQLTKCEVFRELKDLKGYGGVSLPEWVCTTFHTSGYDTQAIVQNNDSTEYGLFQINNKIWCKDDQNPHSSNICNISCDKFLDDDLTDDIMCVKKILDKVGINYWLAHKALCSEKLDQWLCEKL, which amino acid positions are active epitope sites? The epitope positions are: [34, 35, 36, 37, 38, 39, 40, 41, 42, 43, 44, 45, 46, 47, 48]. The amino acids at these positions are: KGYGGVSLPEWVCTT. (3) Given the antigen sequence: MAKTIAYDEEARRGLERGLNALADAVKVTLGPKGRNVVLEKKWGAPTITNDGVSIAKEIELEDPYEKIGAELVKEVAKKTDDVAGDGTTTATVLAQALVREGLRNVAAGANPLGLKRGIEKAVEKVTETLLKSAKEVETKDQIAATAAISAGDQSIGDLIAEAMDKVGNEGVITVEESNTFGLQLELTEGMRFDKGYISGYFVTDAERQEAVLEDPFILLVSSKVSTVKDLLPLLEKVIQAGKPLLIIAEDVEGEALSTLVVNKIRGTFKSVAVKAPGFGDRRKAMLQDMAILTGGQVISEEVGLSLESADISLLGKARKVVVTKDETTIVEGAGDSDAIAGRVAQIRTEIENSDSDYDREKLQERLAKLAGGVAVIKAGAATEVELKERKHRIEDAVRNAKAAVEEGIVAGGGVALLHAIPALDELKPEGEEATGANIVRVALERPLKQIAFNGGLEPGVVAEKVRNSPAGTGLNAATGEYEDLLKAGIADPVKVTRSA..., which amino acid positions are active epitope sites? The epitope positions are: [183, 184, 185, 186, 187, 188, 189, 190, 191, 192, 193, 194, 195, 196, 197]. The amino acids at these positions are: QLELTEGMRFDKGYI. (4) Given the antigen sequence: MGKFLATLILFFQFCPLIFGDYSPSCCTLTIGVSSYHSKPCNPAQPVCSWTLDLLALSADQALQPPCPNLVSYSSYHATYSLYLFPHWTKKPNRNGGGYYSASYSDPCSLKCPYLGCQSWTCPYTGAVSSPYWKFQHDVNFTQEVSRLNINLHFSKCGFPFSLLVDAPGYDPIWFLNTEPSQLPPTAPPLLPHSNLDHILEPSIPWKSKLLTLVQLTLQSTNYTCIVCIDRASLSTWHVLYSPNVSVPSSSSTPLLYPSLALPAPHLTLPFNWTHCFEPQIQAIVSSPCHNSLILPPFSLSPVPTLGSRSRRAVPVAVWLVSALAMGAGVAGGITGSMSLASGKSLLHEVDKDISQLTQAIVKNHKNLLKIAQYAAQNRRGLDLLFWEQGGLCKALQEQCRFPNITNSHVPILQERPPLENRVLTGWGLNWDLGLSQWAREALQTGITLVALLLLVILAGPCILRQLRHLPSRVRHPHYSLINPESSL, which amino acid positions are active epitope sites? The epitope positions are: [387, 388, 389, 390, 391, 392, 393, 394, 395, 396, 397, 398, 399, 400, 401]. The amino acids at these positions are: EQGGLCKALQEQCRF. (5) Given the antigen sequence: MSLCRLLLMLAMCCGVSRGSQTLPAGGRRGQRRRDNSAQWSTQQRPEGAVGPAPLTDVVTAAGTRTVPDVDQAGAVLVRQYNLVTSPLGLATLGSTNALLYAAPVSPLMPLQDGTTSNIMSTESSNYAQYRVQGLTVRWRPVVPNAVGGFSISMAYWPQTTSTPTSIDMNSITSTDVRVVLQPGSAGLLTIPHERLAYKNNGWRSVETVSVPQEDATSGMLMVCVHGTPWNSYTNSVYTGPLGMVDFAIKLQLRNLSPGNTNARVTRVKVTAPHTIKADPSGATITTAAAARFMADVRWGLGTAEDGEIGHGILGVLFNLADTVLGGLPSTLLRAASGQYMYGRPVGNANGEPEVKLYMSVEDAVNDKPIMVPHDIDLGTSTVTCQDYGNQHVDDRPSPAPAPKRALGTLRSGDVLRITGSMQYVTNAELLPQSVSQGYFGAGSTMMVHNLITGVRAPASSVDWTKATVDGVQVKTVDASSGSNRFAALPAFGKPAVWGP..., which amino acid positions are active epitope sites? The epitope positions are: [388, 389, 390, 391, 392, 393, 394, 395, 396, 397, 398, 399, 400, 401, 402, 403, 404, 405, 406, 407... (22 total positions)]. The amino acids at these positions are: GNQHVDDRPSPAPAPKRALGTL. (6) Given the antigen sequence: MAHSRARRRKRASATQLYQTCKLTGTCPPDVIPKVEHNTIADQILKWGSLGVFFGGLGIGTGSGTGGRTGYVPLGTSAKPSITSGPMARPPVVVEPVAPSDPSIVSLIEESAIINAGAPEIVPPAHGGFTITSSETTTPAILDVSVTSHTTTSIFRNPVFTEPSVTQPQPPVEANGHILISAPTITSHPIEEIPLDTFVISSSDSGPTSSTPVPGTAPRPRVGLYSRALHQVQVTDPAFLSTPQRLITYDNPVYEGEDVSVQFSHDSIHNAPDEAFMDIIRLHRPAIASRRGLVRYSRIGQRGSMHTRSGKHIGARIHYFYDISPIAQAAEEIEMHPLVAAQEDTFDIYAESFEPDINPTQHPVTNISDTYLTSTPNTVTQPWGNTTVPLSIPNDLFLQSGPDITFPTAPMGTPFSPVTPALPTGPVFITGSGFYLHPAWYFARKRRKRIPLFFSDVAA, which amino acid positions are active epitope sites? The epitope positions are: [106, 107, 108, 109, 110, 111, 112, 113, 114, 115, 116, 117, 118]. The amino acids at these positions are: LIEESAIINAGAP. (7) Given the antigen sequence: AEIYNKDGNKVDLYGKAVGLHYFSKGNGQNSYGGDGDMTYARLGFKGETQINSDLTGYWEGEYNFEGNNSEGADAETGNKTRLAFAGLKYADVGSFDYGRNYWVVYDALGYTDMLPGFGGDTAYSDDFFVGRVGGVATYRNSNFFGLVDGLDFAVEYLGKNERDTARRSNGDGVGGSISYEYEGFGIVGAYGAADRTNLQEAQPLGNGKKAEQWATGLKYDANNIYLAANYGDTRNATPITNKFTNTSGFANKTEDVLLVALYQFDFGLRPSIAYTKSKAKDVEVIGDVDLVNYFEVGATYYFNKNMSTYVDYIINQIDSDNKLGVGSDDTVAVDIVYEF, which amino acid positions are active epitope sites? The epitope positions are: [122, 123, 124, 125, 126, 127, 128, 129, 130, 131, 132]. The amino acids at these positions are: AYSDDFFVGRV. (8) Given the antigen sequence: MKKLFVVLVVMPLIYGDNFPCSKLTNRTIGNQWNLIETFLLNYSSRLPPNSDVVLGDYFPTVQPWFNCIRNNSNDLYVTLENLKALYWDYATENITWNHRQRLNVVVNGYPYSITVTTTRNFNSAEGAIICICKGSPPTTTTESSLTCNWGSECRLNHKFPICPSNSEANCGNMLYGLQWFADEVVAYLHGASYRISFENQWSGTVTFGDMRATTLEVAGTLVDLWWFNPVYDVSYYRVNNKNGTTVVSNCTDQCASYVANVFTTQPGGFIPSDFSFNNWFLLTNSSTLVSGKLVTKQPLLVNCLWPVPSFEEAASTFCFEGAGFDQCNGAVLNNTVDVIRFNLNFTTNVQSGKGATVFSLNTTGGVTLEISCYTVSDSSFFSYGEIPFGVTDGPRYCYVHYNGTALKYLGTLPPSVKEIAISKWGHFYINGYNFFSTFPIDCISFNLTTGDSDVFWTIAYTSYTEALVQVENTAITKVTYCNSHVNNIKCSQITANLNN..., which amino acid positions are active epitope sites? The epitope positions are: [1175, 1176, 1177, 1178, 1179, 1180, 1181, 1182, 1183]. The amino acids at these positions are: QLAKDKVNE. (9) Given the antigen sequence: SPSAEACGYSDRVAQLTLGNSTITTQEAANICVAYGCWPAKLSDTDATSVDKPTEPGVSAERFYTLRSKPWQADSKGWYWKLPDALNNTGMFGQNAQFHYIYRGGWAVHVQCNATKFHQGTLLVLAIPEHQIATQEQPAFDRTMPGSEGGTFQEPFWLEDGTSLGNSLIYPHQWINLRTNNSATLILPYVNAIPMDSAIRHSNWTLAIIPVAPLKYAAETTPLVPITVTIAPMETEYNGLRRAIASNQ, which amino acid positions are active epitope sites? The epitope positions are: [151, 152, 153, 154, 155, 156, 157, 158, 159, 160]. The amino acids at these positions are: FQEPFWLEDG.